Dataset: Forward reaction prediction with 1.9M reactions from USPTO patents (1976-2016). Task: Predict the product of the given reaction. (1) Given the reactants Br[C:2]1[CH:7]=[CH:6][C:5]([CH:8]([C:21]2[CH:26]=[CH:25][C:24]([Cl:27])=[CH:23][C:22]=2[CH3:28])[CH2:9]/[C:10](/[C:13]2[CH:14]=[CH:15][C:16](=[O:20])[N:17]([CH3:19])[CH:18]=2)=[N:11]\[OH:12])=[CH:4][CH:3]=1.[C:29]([C:32]1[CH:37]=[CH:36][C:35](B(O)O)=[CH:34][CH:33]=1)([OH:31])=[O:30].O.C(=O)([O-])[O-].[Na+].[Na+], predict the reaction product. The product is: [Cl:27][C:24]1[CH:25]=[CH:26][C:21]([CH:8]([C:5]2[CH:4]=[CH:3][C:2]([C:35]3[CH:36]=[CH:37][C:32]([C:29]([OH:31])=[O:30])=[CH:33][CH:34]=3)=[CH:7][CH:6]=2)[CH2:9]/[C:10](=[N:11]\[OH:12])/[C:13]2[CH:14]=[CH:15][C:16](=[O:20])[N:17]([CH3:19])[CH:18]=2)=[C:22]([CH3:28])[CH:23]=1. (2) The product is: [CH2:9]([O:8][P:7]([CH2:6][CH2:16][C:17]([CH3:34])=[CH:18][CH2:19][C:20]1[C:28]([OH:29])=[C:27]2[C:23](=[C:22]([CH3:31])[C:21]=1[O:32][CH3:33])[CH2:24][O:25][C:26]2=[O:30])(=[O:14])[O:11][CH2:12][CH3:13])[CH3:10]. Given the reactants C([Li])CCC.[CH3:6][P:7](=[O:14])([O:11][CH2:12][CH3:13])[O:8][CH2:9][CH3:10].Br[CH2:16][C:17]([CH3:34])=[CH:18][CH2:19][C:20]1[C:28]([OH:29])=[C:27]2[C:23]([CH2:24][O:25][C:26]2=[O:30])=[C:22]([CH3:31])[C:21]=1[O:32][CH3:33].[Cl-].[NH4+].Cl, predict the reaction product. (3) The product is: [Cl:26][C:19]1[CH:18]=[CH:17][C:16]([C:14](=[O:15])[C:13]2[CH:12]=[CH:11][C:10]([O:9][CH2:8][CH2:7][OH:6])=[CH:28][CH:27]=2)=[CH:21][C:20]=1[S:22]([NH2:25])(=[O:24])=[O:23]. Given the reactants C([Si](C)(C)[O:6][CH2:7][CH2:8][O:9][C:10]1[CH:28]=[CH:27][C:13]([C:14]([C:16]2[CH:17]=[CH:18][C:19]([Cl:26])=[C:20]([S:22]([NH2:25])(=[O:24])=[O:23])[CH:21]=2)=[O:15])=[CH:12][CH:11]=1)(C)(C)C.[F-].C([N+](CCCC)(CCCC)CCCC)CCC, predict the reaction product. (4) Given the reactants [Cl:1][C:2]1[N:3]=[C:4](Cl)[C:5]2[CH2:10][CH2:9][CH:8]([C:11]3[CH:16]=[CH:15][CH:14]=[CH:13][CH:12]=3)[C:6]=2[N:7]=1.[CH:18]1([NH2:22])[CH2:21][CH2:20][CH2:19]1.O, predict the reaction product. The product is: [Cl:1][C:2]1[N:3]=[C:4]([NH:22][CH:18]2[CH2:21][CH2:20][CH2:19]2)[C:5]2[CH2:10][CH2:9][CH:8]([C:11]3[CH:16]=[CH:15][CH:14]=[CH:13][CH:12]=3)[C:6]=2[N:7]=1. (5) Given the reactants [CH3:1][C:2]1([CH3:14])[C:6]([CH3:8])([CH3:7])[O:5][B:4]([C:9]2[CH:10]=[N:11][NH:12][CH:13]=2)[O:3]1.C([O-])([O-])=O.[Cs+].[Cs+].FC(F)(F)S(O[CH2:27][C:28]([F:31])([F:30])[F:29])(=O)=O, predict the reaction product. The product is: [CH3:1][C:2]1([CH3:14])[C:6]([CH3:7])([CH3:8])[O:5][B:4]([C:9]2[CH:13]=[N:12][N:11]([CH2:27][C:28]([F:31])([F:30])[F:29])[CH:10]=2)[O:3]1. (6) Given the reactants [C:1]([C:3]1[S:4][CH:5]=[CH:6][CH:7]=1)#[CH:2].[CH2:8]([O:10][C:11](=[O:15])/[CH:12]=[CH:13]\I)[CH3:9], predict the reaction product. The product is: [CH2:8]([O:10][C:11](=[O:15])[CH:12]=[CH:13][C:2]#[C:1][C:3]1[S:4][CH:5]=[CH:6][CH:7]=1)[CH3:9]. (7) Given the reactants I[C:2]1[CH:3]=[C:4]([Br:8])[CH:5]=[CH:6][CH:7]=1.[CH:9]#[C:10][CH2:11][CH2:12][OH:13].C(N(CC)CC)C.O, predict the reaction product. The product is: [Br:8][C:4]1[CH:3]=[C:2]([C:9]#[C:10][CH2:11][CH2:12][OH:13])[CH:7]=[CH:6][CH:5]=1.